Dataset: NCI-60 drug combinations with 297,098 pairs across 59 cell lines. Task: Regression. Given two drug SMILES strings and cell line genomic features, predict the synergy score measuring deviation from expected non-interaction effect. (1) Drug 1: CCC1(CC2CC(C3=C(CCN(C2)C1)C4=CC=CC=C4N3)(C5=C(C=C6C(=C5)C78CCN9C7C(C=CC9)(C(C(C8N6C=O)(C(=O)OC)O)OC(=O)C)CC)OC)C(=O)OC)O.OS(=O)(=O)O. Drug 2: C1CN1C2=NC(=NC(=N2)N3CC3)N4CC4. Cell line: SF-539. Synergy scores: CSS=56.7, Synergy_ZIP=0.0644, Synergy_Bliss=0.485, Synergy_Loewe=-1.12, Synergy_HSA=-0.619. (2) Drug 1: C1=C(C(=O)NC(=O)N1)N(CCCl)CCCl. Drug 2: C1=CN(C=N1)CC(O)(P(=O)(O)O)P(=O)(O)O. Cell line: UACC62. Synergy scores: CSS=1.24, Synergy_ZIP=-9.49, Synergy_Bliss=-17.7, Synergy_Loewe=-18.7, Synergy_HSA=-17.4. (3) Drug 1: CC1=C(C=C(C=C1)NC2=NC=CC(=N2)N(C)C3=CC4=NN(C(=C4C=C3)C)C)S(=O)(=O)N.Cl. Drug 2: C1CN(CCN1C(=O)CCBr)C(=O)CCBr. Cell line: ACHN. Synergy scores: CSS=9.80, Synergy_ZIP=-4.22, Synergy_Bliss=-4.57, Synergy_Loewe=-3.25, Synergy_HSA=-2.82. (4) Drug 1: C1=CC(=CC=C1CCCC(=O)O)N(CCCl)CCCl. Drug 2: COC1=NC(=NC2=C1N=CN2C3C(C(C(O3)CO)O)O)N. Cell line: CAKI-1. Synergy scores: CSS=37.9, Synergy_ZIP=-1.52, Synergy_Bliss=-0.607, Synergy_Loewe=-1.40, Synergy_HSA=1.87. (5) Drug 1: CC1=C(C=C(C=C1)C(=O)NC2=CC(=CC(=C2)C(F)(F)F)N3C=C(N=C3)C)NC4=NC=CC(=N4)C5=CN=CC=C5. Drug 2: C1CNP(=O)(OC1)N(CCCl)CCCl. Cell line: TK-10. Synergy scores: CSS=-6.90, Synergy_ZIP=2.54, Synergy_Bliss=0.0894, Synergy_Loewe=-4.03, Synergy_HSA=-4.47. (6) Drug 1: CC1=CC=C(C=C1)C2=CC(=NN2C3=CC=C(C=C3)S(=O)(=O)N)C(F)(F)F. Drug 2: CC1CCCC2(C(O2)CC(NC(=O)CC(C(C(=O)C(C1O)C)(C)C)O)C(=CC3=CSC(=N3)C)C)C. Cell line: U251. Synergy scores: CSS=43.2, Synergy_ZIP=-0.971, Synergy_Bliss=-4.99, Synergy_Loewe=-29.5, Synergy_HSA=-2.16. (7) Drug 1: CC(C1=C(C=CC(=C1Cl)F)Cl)OC2=C(N=CC(=C2)C3=CN(N=C3)C4CCNCC4)N. Drug 2: CC1C(C(CC(O1)OC2CC(CC3=C2C(=C4C(=C3O)C(=O)C5=CC=CC=C5C4=O)O)(C(=O)C)O)N)O. Cell line: MOLT-4. Synergy scores: CSS=44.4, Synergy_ZIP=-8.00, Synergy_Bliss=-15.6, Synergy_Loewe=-27.7, Synergy_HSA=-15.8. (8) Drug 1: C1CCC(C1)C(CC#N)N2C=C(C=N2)C3=C4C=CNC4=NC=N3. Drug 2: CN(CC1=CN=C2C(=N1)C(=NC(=N2)N)N)C3=CC=C(C=C3)C(=O)NC(CCC(=O)O)C(=O)O. Cell line: HT29. Synergy scores: CSS=19.4, Synergy_ZIP=-0.360, Synergy_Bliss=-7.47, Synergy_Loewe=-39.3, Synergy_HSA=-10.8. (9) Drug 1: CC12CCC(CC1=CCC3C2CCC4(C3CC=C4C5=CN=CC=C5)C)O. Drug 2: CS(=O)(=O)C1=CC(=C(C=C1)C(=O)NC2=CC(=C(C=C2)Cl)C3=CC=CC=N3)Cl. Synergy scores: CSS=17.8, Synergy_ZIP=2.54, Synergy_Bliss=5.08, Synergy_Loewe=3.84, Synergy_HSA=4.98. Cell line: MCF7. (10) Drug 1: CC1=C(C=C(C=C1)C(=O)NC2=CC(=CC(=C2)C(F)(F)F)N3C=C(N=C3)C)NC4=NC=CC(=N4)C5=CN=CC=C5. Drug 2: CC12CCC3C(C1CCC2O)C(CC4=C3C=CC(=C4)O)CCCCCCCCCS(=O)CCCC(C(F)(F)F)(F)F. Cell line: SNB-75. Synergy scores: CSS=-1.35, Synergy_ZIP=1.08, Synergy_Bliss=0.822, Synergy_Loewe=-2.80, Synergy_HSA=-2.73.